Dataset: Full USPTO retrosynthesis dataset with 1.9M reactions from patents (1976-2016). Task: Predict the reactants needed to synthesize the given product. Given the product [CH2:11]([O:10][C:8]([C:7]1[C:2]([NH:33][C@@H:34]2[CH2:38][CH2:37][O:36][CH2:35]2)=[N:3][C:4]([S:13][CH3:14])=[N:5][CH:6]=1)=[O:9])[CH3:12], predict the reactants needed to synthesize it. The reactants are: Cl[C:2]1[C:7]([C:8]([O:10][CH2:11][CH3:12])=[O:9])=[CH:6][N:5]=[C:4]([S:13][CH3:14])[N:3]=1.C(N(CC)CC)C.C1(C)C=CC(S(O)(=O)=O)=CC=1.[NH2:33][C@@H:34]1[CH2:38][CH2:37][O:36][CH2:35]1.